Dataset: Catalyst prediction with 721,799 reactions and 888 catalyst types from USPTO. Task: Predict which catalyst facilitates the given reaction. (1) Reactant: [CH:1]1([CH:6]=[CH:7][CH:8]([CH3:15])[CH2:9][C:10](OCC)=[O:11])[CH2:5][CH2:4][CH2:3][CH2:2]1.[H-].[Al+3].[Li+].[H-].[H-].[H-].O.[OH-].[Na+]. Product: [CH:1]1([CH:6]=[CH:7][CH:8]([CH3:15])[CH2:9][CH2:10][OH:11])[CH2:5][CH2:4][CH2:3][CH2:2]1. The catalyst class is: 27. (2) Reactant: [CH2:1]([S:3][C:4]1[N:5]([C:14]2[CH:19]=[CH:18][C:17]([O:20][CH2:21][C:22]([F:25])([F:24])[F:23])=[CH:16][CH:15]=2)[C:6](=[O:13])[C:7]2[CH:12]=[CH:11][NH:10][C:8]=2[N:9]=1)[CH3:2].[OH:26]OS([O-])=O.[K+].CO. Product: [CH2:1]([S:3]([C:4]1[N:5]([C:14]2[CH:15]=[CH:16][C:17]([O:20][CH2:21][C:22]([F:24])([F:25])[F:23])=[CH:18][CH:19]=2)[C:6](=[O:13])[C:7]2[CH:12]=[CH:11][NH:10][C:8]=2[N:9]=1)=[O:26])[CH3:2]. The catalyst class is: 6. (3) Reactant: [Li].[CH3:2][C:3]1[CH:4]=[C:5]([NH:14][C:15]2[N:20]=[C:19]([C:21]([F:24])([F:23])[F:22])[CH:18]=[CH:17][N:16]=2)[CH:6]=[C:7]([C:9]2[S:13][CH:12]=[N:11][CH:10]=2)[CH:8]=1.C([N-]C(C)C)(C)C.[Li+].[CH3:33][C:34]1([CH3:44])[CH2:39][C:38](=[O:40])[CH2:37][CH2:36][CH:35]1[C:41]([OH:43])=[O:42].S1C=CN=C1. Product: [OH:40][C@:38]1([C:12]2[S:13][C:9]([C:7]3[CH:6]=[C:5]([NH:14][C:15]4[N:20]=[C:19]([C:21]([F:22])([F:24])[F:23])[CH:18]=[CH:17][N:16]=4)[CH:4]=[C:3]([CH3:2])[CH:8]=3)=[CH:10][N:11]=2)[CH2:37][CH2:36][C@H:35]([C:41]([OH:43])=[O:42])[C:34]([CH3:44])([CH3:33])[CH2:39]1. The catalyst class is: 278. (4) Reactant: [OH:1][C:2]1[CH:7]=[C:6]([C:8]([O:10][CH3:11])=[O:9])[CH:5]=[CH:4][C:3]=1[C:12]1[CH:17]=[CH:16][CH:15]=[CH:14][C:13]=1[CH3:18].C(=O)([O-])[O-].[K+].[K+].[CH2:25](Br)[CH3:26]. Product: [CH2:25]([O:1][C:2]1[CH:7]=[C:6]([C:8]([O:10][CH3:11])=[O:9])[CH:5]=[CH:4][C:3]=1[C:12]1[CH:17]=[CH:16][CH:15]=[CH:14][C:13]=1[CH3:18])[CH3:26]. The catalyst class is: 10. (5) Reactant: [C:1]1([CH:7]2[CH2:12][CH2:11][CH2:10][CH2:9][C:8]2=[O:13])[CH:6]=[CH:5][CH:4]=[CH:3][CH:2]=1.[C:14](#[N:17])[CH:15]=[CH2:16]. Product: [O:13]=[C:8]1[CH2:9][CH2:10][CH2:11][CH2:12][C:7]1([CH2:16][CH2:15][C:14]#[N:17])[C:1]1[CH:6]=[CH:5][CH:4]=[CH:3][CH:2]=1. The catalyst class is: 12.